Dataset: Full USPTO retrosynthesis dataset with 1.9M reactions from patents (1976-2016). Task: Predict the reactants needed to synthesize the given product. (1) Given the product [O:8]1[CH2:18][CH2:19][O:20][C:7]1([CH2:6][C:4]([O:3][CH2:2][CH3:1])=[O:5])[CH2:9][C:10]([O:12][CH2:13][CH3:14])=[O:11], predict the reactants needed to synthesize it. The reactants are: [CH3:1][CH2:2][O:3][C:4]([CH2:6][C:7]([CH2:9][C:10]([O:12][CH2:13][CH3:14])=[O:11])=[O:8])=[O:5].ClCCl.[CH2:18](O)[CH2:19][OH:20].B(F)(F)F.CCOCC. (2) Given the product [NH2:8][CH2:6][CH:5]1[CH2:9][CH2:10][N:2]([CH3:1])[CH2:3][CH2:4]1, predict the reactants needed to synthesize it. The reactants are: [CH3:1][N:2]1[CH2:10][CH2:9][CH:5]([C:6]([NH2:8])=O)[CH2:4][CH2:3]1.[H-].[Al+3].[Li+].[H-].[H-].[H-].O.[OH-].[Na+].